Dataset: Full USPTO retrosynthesis dataset with 1.9M reactions from patents (1976-2016). Task: Predict the reactants needed to synthesize the given product. (1) Given the product [OH:21][CH:20]([C:19]1[CH:22]=[CH:23][N:24]=[CH:25][C:18]=1[N+:15]([O-:17])=[O:16])[CH2:4][C:5](=[O:6])[CH:7]=[C:8]([CH3:9])[CH3:10], predict the reactants needed to synthesize it. The reactants are: C([Si](CC)(CC)[O:4][C:5]([CH:7]=[C:8]([CH3:10])[CH3:9])=[CH2:6])C.[N+:15]([C:18]1[CH:25]=[N:24][CH:23]=[CH:22][C:19]=1[CH:20]=[O:21])([O-:17])=[O:16].CC(C)(C)/C(/O)=C/C(C(C(C(F)(F)F)(F)F)(F)F)=O.CC(C)(C)/C(/O)=C/C(C(C(C(F)(F)F)(F)F)(F)F)=O.CC(C)(C)/C(/O)=C/C(C(C(C(F)(F)F)(F)F)(F)F)=O.[Eu]. (2) Given the product [Br:17][CH2:14][C:4]1[C:5]2[O:9][C:8]([CH2:10][CH2:11][CH3:12])=[CH:7][C:6]=2[CH:13]=[C:2]([Cl:1])[CH:3]=1, predict the reactants needed to synthesize it. The reactants are: [Cl:1][C:2]1[CH:3]=[C:4]([CH2:14]O)[C:5]2[O:9][C:8]([CH2:10][CH2:11][CH3:12])=[CH:7][C:6]=2[CH:13]=1.P(Br)(Br)[Br:17]. (3) Given the product [Br:1][C:2]1[CH:7]=[CH:6][CH:5]=[C:4]([CH2:8][N:10]2[CH:14]=[CH:13][N:12]=[N:11]2)[N:3]=1.[Br:1][C:2]1[CH:7]=[CH:6][CH:5]=[C:4]([CH2:8][N:11]2[N:12]=[CH:13][CH:14]=[N:10]2)[N:3]=1, predict the reactants needed to synthesize it. The reactants are: [Br:1][C:2]1[CH:7]=[CH:6][CH:5]=[C:4]([CH2:8]Br)[N:3]=1.[NH:10]1[CH:14]=[CH:13][N:12]=[N:11]1.C([O-])([O-])=O.[K+].[K+]. (4) The reactants are: CC1C=CC(S(O[C@@H:12]([CH2:23][O:24][CH2:25][C:26]2[CH:31]=[CH:30][CH:29]=[CH:28][CH:27]=2)[CH2:13][CH:14]([C:21]#[N:22])[C:15]2[CH:20]=[CH:19][CH:18]=[CH:17][CH:16]=2)(=O)=O)=CC=1.C[Si]([N-][Si](C)(C)C)(C)C.[Li+]. Given the product [C:15]1([C@:14]2([C:21]#[N:22])[CH2:13][C@H:12]2[CH2:23][O:24][CH2:25][C:26]2[CH:27]=[CH:28][CH:29]=[CH:30][CH:31]=2)[CH:16]=[CH:17][CH:18]=[CH:19][CH:20]=1, predict the reactants needed to synthesize it.